This data is from Forward reaction prediction with 1.9M reactions from USPTO patents (1976-2016). The task is: Predict the product of the given reaction. (1) The product is: [C:1]([C:5]1[N:10]=[CH:9][C:8]([C:11]2[N:12]([C:32]([N:34]3[CH2:39][CH2:38][CH:37]([CH2:40][C:41]([N:48]([CH3:47])[CH2:49][CH2:50][CH:51]([CH3:53])[CH3:52])=[O:43])[CH2:36][CH2:35]3)=[O:33])[C@@:13]([C:25]3[CH:30]=[CH:29][C:28]([Cl:31])=[CH:27][CH:26]=3)([CH3:24])[C@@:14]([C:17]3[CH:22]=[CH:21][C:20]([Cl:23])=[CH:19][CH:18]=3)([CH3:16])[N:15]=2)=[C:7]([O:44][CH2:45][CH3:46])[CH:6]=1)([CH3:2])([CH3:3])[CH3:4]. Given the reactants [C:1]([C:5]1[N:10]=[CH:9][C:8]([C:11]2[N:12]([C:32]([N:34]3[CH2:39][CH2:38][CH:37]([CH2:40][C:41]([OH:43])=O)[CH2:36][CH2:35]3)=[O:33])[C@@:13]([C:25]3[CH:30]=[CH:29][C:28]([Cl:31])=[CH:27][CH:26]=3)([CH3:24])[C@@:14]([C:17]3[CH:22]=[CH:21][C:20]([Cl:23])=[CH:19][CH:18]=3)([CH3:16])[N:15]=2)=[C:7]([O:44][CH2:45][CH3:46])[CH:6]=1)([CH3:4])([CH3:3])[CH3:2].[CH3:47][NH:48][CH2:49][CH2:50][CH:51]([CH3:53])[CH3:52], predict the reaction product. (2) Given the reactants Cl.[CH3:2][NH:3][O:4][CH3:5].[C:6]1([C:16]2[CH:21]=[CH:20][CH:19]=[CH:18][CH:17]=2)[CH:11]=[CH:10][C:9]([CH2:12][C:13](O)=[O:14])=[CH:8][CH:7]=1.F[P-](F)(F)(F)(F)F.N1(O[P+](N(C)C)(N(C)C)N(C)C)C2C=CC=CC=2N=N1.C(N(CC)C(C)C)(C)C, predict the reaction product. The product is: [C:6]1([C:16]2[CH:21]=[CH:20][CH:19]=[CH:18][CH:17]=2)[CH:11]=[CH:10][C:9]([CH2:12][C:13]([N:3]([O:4][CH3:5])[CH3:2])=[O:14])=[CH:8][CH:7]=1. (3) Given the reactants [C:1]1([N:7]([CH2:30][CH2:31][C:32]([O:34][CH2:35]C)=[O:33])[C:8]([C:10]2[CH:29]=[CH:28][C:13]3[N:14]([CH3:27])[C:15]([CH2:17][NH:18][C:19]4[CH:24]=[CH:23][C:22]([C:25]#[N:26])=[CH:21][CH:20]=4)=[N:16][C:12]=3[CH:11]=2)=[O:9])[CH:6]=[CH:5][CH:4]=[CH:3][CH:2]=1.[ClH:37].CO.C(=O)([O-])[O-].[NH4+:44].[NH4+], predict the reaction product. The product is: [ClH:37].[C:1]1([N:7]([CH2:30][CH2:31][C:32]([O:34][CH3:35])=[O:33])[C:8]([C:10]2[CH:29]=[CH:28][C:13]3[N:14]([CH3:27])[C:15]([CH2:17][NH:18][C:19]4[CH:20]=[CH:21][C:22]([C:25](=[NH:26])[NH2:44])=[CH:23][CH:24]=4)=[N:16][C:12]=3[CH:11]=2)=[O:9])[CH:2]=[CH:3][CH:4]=[CH:5][CH:6]=1. (4) Given the reactants [C:1]([O:5][C:6](=[O:21])[NH:7][CH2:8][CH2:9][CH2:10][CH2:11][C:12]1[CH:17]=[CH:16][C:15]([C:18](=S)[NH2:19])=[CH:14][CH:13]=1)([CH3:4])([CH3:3])[CH3:2].IC.C([O-])(=O)C.[NH4+:28], predict the reaction product. The product is: [C:1]([O:5][C:6](=[O:21])[NH:7][CH2:8][CH2:9][CH2:10][CH2:11][C:12]1[CH:17]=[CH:16][C:15]([C:18](=[NH:28])[NH2:19])=[CH:14][CH:13]=1)([CH3:4])([CH3:3])[CH3:2]. (5) Given the reactants N[C:2]1[CH:10]=[CH:9][C:5]([C:6]([OH:8])=[O:7])=[CH:4][C:3]=1[OH:11].N([O-])=O.[Na+].[BrH:16], predict the reaction product. The product is: [Br:16][C:2]1[CH:10]=[CH:9][C:5]([C:6]([OH:8])=[O:7])=[CH:4][C:3]=1[OH:11]. (6) Given the reactants [OH:1][C:2]([CH3:35])([CH3:34])[CH2:3][C@@:4]1([C:28]2[CH:33]=[CH:32][CH:31]=[CH:30][CH:29]=2)[O:9][C:8](=[O:10])[N:7]([C@H:11]([C:13]2[CH:18]=[CH:17][C:16](B3OC(C)(C)C(C)(C)O3)=[CH:15][CH:14]=2)[CH3:12])[CH2:6][CH2:5]1.Br[C:37]1[CH:42]=[N:41][CH:40]=[CH:39][N:38]=1, predict the reaction product. The product is: [OH:1][C:2]([CH3:34])([CH3:35])[CH2:3][C@@:4]1([C:28]2[CH:33]=[CH:32][CH:31]=[CH:30][CH:29]=2)[O:9][C:8](=[O:10])[N:7]([C@H:11]([C:13]2[CH:14]=[CH:15][C:16]([C:37]3[CH:42]=[N:41][CH:40]=[CH:39][N:38]=3)=[CH:17][CH:18]=2)[CH3:12])[CH2:6][CH2:5]1. (7) Given the reactants [Cl-].[CH2:2]([NH2+:9][CH2:10][CH2:11]Cl)[C:3]1[CH:8]=[CH:7][CH:6]=[CH:5][CH:4]=1.[Cl:13][C:14]1[C:15]([CH3:23])=[C:16]([N:20]=[C:21]=[S:22])[CH:17]=[CH:18][CH:19]=1, predict the reaction product. The product is: [Cl:13][C:14]1[C:15]([CH3:23])=[C:16]([N:20]=[C:21]2[N:9]([CH2:2][C:3]3[CH:4]=[CH:5][CH:6]=[CH:7][CH:8]=3)[CH2:10][CH2:11][S:22]2)[CH:17]=[CH:18][CH:19]=1.